This data is from Catalyst prediction with 721,799 reactions and 888 catalyst types from USPTO. The task is: Predict which catalyst facilitates the given reaction. (1) Reactant: Cl.[CH2:2]([OH:7])[C:3](C)([CH3:5])[CH3:4].[CH3:8][P:9]1(=[S:22])N(C)C(C)C(C2C=CC=CC=2)[O:10]1.[C:23]([O-])([O-])=O.[Na+].[Na+]. Product: [CH3:8][P:9](=[O:22])([S:10][CH3:23])[O:7][CH2:2][CH:3]([CH3:5])[CH3:4]. The catalyst class is: 311. (2) Reactant: [Cl:1][C:2]1[CH:3]=[C:4]([C:8]2[CH:13]=[CH:12][C:11]([CH2:14][C@@H:15]([NH:22][C:23]([C:25]3[NH:29][C:28](=[O:30])[N:27]([C:31]4[CH:36]=[CH:35][CH:34]=[CH:33][CH:32]=4)[N:26]=3)=[O:24])[CH2:16][C@@H:17]([OH:21])[C:18]([OH:20])=[O:19])=[CH:10][CH:9]=2)[CH:5]=[CH:6][CH:7]=1.[C:37](=[O:44])([O:41][CH2:42][CH3:43])[O:38][CH2:39]Cl.N1C(C)=CC=CC=1C.[Na+].[I-]. Product: [CH2:42]([O:41][C:37]([O:38][CH2:39][O:19][C:18](=[O:20])[C@H:17]([OH:21])[CH2:16][C@H:15]([NH:22][C:23]([C:25]1[NH:29][C:28](=[O:30])[N:27]([C:31]2[CH:36]=[CH:35][CH:34]=[CH:33][CH:32]=2)[N:26]=1)=[O:24])[CH2:14][C:11]1[CH:10]=[CH:9][C:8]([C:4]2[CH:5]=[CH:6][CH:7]=[C:2]([Cl:1])[CH:3]=2)=[CH:13][CH:12]=1)=[O:44])[CH3:43]. The catalyst class is: 3. (3) Reactant: [CH:1]1([CH2:4][N:5]2[CH:10]=[CH:9][CH:8]=[CH:7][C:6]2=[NH:11])[CH2:3][CH2:2]1.C(N(CC)CC)C.O.[F:20][C:21]([F:32])([F:31])[C:22]1[CH:23]=[C:24]([CH:28]=[CH:29][CH:30]=1)[C:25](Cl)=[O:26]. Product: [CH:1]1([CH2:4][N:5]2[CH:10]=[CH:9][CH:8]=[CH:7][C:6]2=[N:11][C:25](=[O:26])[C:24]2[CH:28]=[CH:29][CH:30]=[C:22]([C:21]([F:20])([F:31])[F:32])[CH:23]=2)[CH2:2][CH2:3]1. The catalyst class is: 22. (4) Reactant: Cl.FC1C=C(C=CC=1)CN1C=C(C2C3C(=NC=C(C4C=CC(C5CCNCC5)=CC=4)C=3)N(S(C3C=CC(C)=CC=3)(=O)=O)C=2)C=N1.[F:46][C:47]1[C:48]([N:85]2[CH2:90][CH2:89][N:88]([CH2:91][C@H:92]([OH:94])[CH3:93])[CH2:87][CH2:86]2)=[N:49][CH:50]=[C:51]([C:53]2[CH:54]=[C:55]3[C:61]([C:62]4[CH:63]=[N:64][N:65]([CH2:67][C:68]5[CH:73]=[CH:72][CH:71]=[C:70]([F:74])[CH:69]=5)[CH:66]=4)=[CH:60][N:59](S(C4C=CC(C)=CC=4)(=O)=O)[C:56]3=[N:57][CH:58]=2)[CH:52]=1.[OH-].[Li+]. Product: [F:46][C:47]1[C:48]([N:85]2[CH2:90][CH2:89][N:88]([CH2:91][C@H:92]([OH:94])[CH3:93])[CH2:87][CH2:86]2)=[N:49][CH:50]=[C:51]([C:53]2[CH:54]=[C:55]3[C:61]([C:62]4[CH:63]=[N:64][N:65]([CH2:67][C:68]5[CH:73]=[CH:72][CH:71]=[C:70]([F:74])[CH:69]=5)[CH:66]=4)=[CH:60][NH:59][C:56]3=[N:57][CH:58]=2)[CH:52]=1. The catalyst class is: 87. (5) Reactant: O1CCCC1.[Cl:6][C:7]1[CH:12]=[CH:11][C:10]([Mg]Br)=[CH:9][CH:8]=1.[CH3:15][C:16]1([CH3:35])[CH2:21][CH2:20][C:19](=[O:22])/[C:18](=[CH:23]/[O:24][Si:25]([CH:32]([CH3:34])[CH3:33])([CH:29]([CH3:31])[CH3:30])[CH:26]([CH3:28])[CH3:27])/[CH2:17]1. Product: [Cl:6][C:7]1[CH:12]=[CH:11][C:10]([C:19]2([OH:22])[CH2:20][CH2:21][C:16]([CH3:15])([CH3:35])[CH2:17]/[C:18]/2=[CH:23]\[O:24][Si:25]([CH:26]([CH3:28])[CH3:27])([CH:32]([CH3:34])[CH3:33])[CH:29]([CH3:31])[CH3:30])=[CH:9][CH:8]=1. The catalyst class is: 11. (6) Reactant: [C:1]([O:5][C:6]([NH:8][C@@H:9]([CH3:14])[CH2:10][C:11]([OH:13])=[O:12])=[O:7])([CH3:4])([CH3:3])[CH3:2].[CH3:15][Si](C=[N+]=[N-])(C)C. Product: [CH3:15][O:12][C:11](=[O:13])[CH2:10][C@@H:9]([NH:8][C:6]([O:5][C:1]([CH3:4])([CH3:2])[CH3:3])=[O:7])[CH3:14]. The catalyst class is: 224. (7) The catalyst class is: 13. Product: [CH3:23][N:14]([C:8]1[CH:9]=[CH:10][CH:11]=[C:12]2[C:7]=1[NH:6][C:5]([C:3]1[N:27]=[C:24]([CH3:25])[S:26][CH:2]=1)=[CH:13]2)[S:15]([C:18]1[S:19][CH:20]=[CH:21][CH:22]=1)(=[O:17])=[O:16]. Reactant: Cl[CH2:2][C:3]([C:5]1[NH:6][C:7]2[C:12]([CH:13]=1)=[CH:11][CH:10]=[CH:9][C:8]=2[N:14]([CH3:23])[S:15]([C:18]1[S:19][CH:20]=[CH:21][CH:22]=1)(=[O:17])=[O:16])=O.[C:24]([NH2:27])(=[S:26])[CH3:25].CN(C)C(=O)C.